From a dataset of Peptide-MHC class II binding affinity with 134,281 pairs from IEDB. Regression. Given a peptide amino acid sequence and an MHC pseudo amino acid sequence, predict their binding affinity value. This is MHC class II binding data. The peptide sequence is GEEQIVDKIDAAFKI. The MHC is DRB1_0404 with pseudo-sequence DRB1_0404. The binding affinity (normalized) is 0.523.